From a dataset of Full USPTO retrosynthesis dataset with 1.9M reactions from patents (1976-2016). Predict the reactants needed to synthesize the given product. (1) Given the product [C:16]([O:15][C:13]([N:10]1[CH2:11][CH2:12][CH:8]([C:6]2[S:7][C:3]([C:1]([OH:21])=[O:2])=[CH:4][N:5]=2)[CH2:9]1)=[O:14])([CH3:19])([CH3:18])[CH3:17], predict the reactants needed to synthesize it. The reactants are: [CH:1]([C:3]1[S:7][C:6]([CH:8]2[CH2:12][CH2:11][N:10]([C:13]([O:15][C:16]([CH3:19])([CH3:18])[CH3:17])=[O:14])[CH2:9]2)=[N:5][CH:4]=1)=[O:2].P([O-])(O)(O)=[O:21].[Na+].CC(=CC)C.Cl([O-])=O.[Na+]. (2) Given the product [CH3:1][S:2]([C:5]1[CH:10]=[CH:9][C:8]([O:11][C:19]2[N:24]=[CH:23][N:22]=[C:21]3[N:25]([CH:28]4[CH2:33][CH2:32][CH2:31][CH2:30][O:29]4)[N:26]=[CH:27][C:20]=23)=[CH:7][CH:6]=1)(=[O:3])=[O:4], predict the reactants needed to synthesize it. The reactants are: [CH3:1][S:2]([C:5]1[CH:10]=[CH:9][C:8]([OH:11])=[CH:7][CH:6]=1)(=[O:4])=[O:3].C(=O)([O-])[O-].[Cs+].[Cs+].Cl[C:19]1[N:24]=[CH:23][N:22]=[C:21]2[N:25]([CH:28]3[CH2:33][CH2:32][CH2:31][CH2:30][O:29]3)[N:26]=[CH:27][C:20]=12.C(=O)(O)[O-].[Na+]. (3) Given the product [CH3:1][N:2]1[CH:10]=[C:9]2[C:4]([CH:5]=[CH:6][C:7]3[CH2:13][CH2:12][C@H:11]([CH2:14][CH2:15][NH:16][C:17](=[O:19])[CH3:18])[C:8]=32)=[N:3]1, predict the reactants needed to synthesize it. The reactants are: [CH3:1][N:2]1[CH:10]=[C:9]2[C:4]([CH:5]=[CH:6][C:7]3[CH2:13][CH2:12][CH:11]([CH2:14][CH2:15][NH:16][C:17](=[O:19])[CH3:18])[C:8]=32)=[N:3]1.CC(NCCC#N)CC1C=CC=CC=1.Cl. (4) Given the product [CH3:13][S:10]([CH2:9][CH2:8][NH:7][C:14]1[C:15]2[N:16]([C:20]([C:31]3[CH:30]=[CH:29][N:28]=[C:27]([NH:46][CH:47]4[CH2:52][CH2:51][CH:50]([OH:53])[CH2:49][CH2:48]4)[N:32]=3)=[CH:21][N:22]=2)[CH:17]=[CH:18][N:19]=1)(=[O:11])=[O:12], predict the reactants needed to synthesize it. The reactants are: C(OC(=O)[N:7]([C:14]1[C:15]2[N:16]([C:20](Br)=[CH:21][N:22]=2)[CH:17]=[CH:18][N:19]=1)[CH2:8][CH2:9][S:10]([CH3:13])(=[O:12])=[O:11])(C)(C)C.CS[C:27]1[N:32]=[C:31]([Sn](CCCC)(CCCC)CCCC)[CH:30]=[CH:29][N:28]=1.[NH2:46][C@H:47]1[CH2:52][CH2:51][C@H:50]([OH:53])[CH2:49][CH2:48]1. (5) Given the product [S:36]1[C:37]2[CH:43]=[CH:42][CH:41]=[CH:40][C:38]=2[N:39]=[C:35]1[NH:2][C@H:3]1[CH2:6][C@H:5]([N:7]2[C:11]3=[N:12][CH:13]=[C:14]([Br:16])[N:15]=[C:10]3[N:9]([CH:17]3[CH2:18][CH2:19]3)[C:8]2=[O:20])[CH2:4]1, predict the reactants needed to synthesize it. The reactants are: Cl.[NH2:2][C@H:3]1[CH2:6][C@H:5]([N:7]2[C:11]3=[N:12][CH:13]=[C:14]([Br:16])[N:15]=[C:10]3[N:9]([CH:17]3[CH2:19][CH2:18]3)[C:8]2=[O:20])[CH2:4]1.CS(C)=O.C(N(CC)C(C)C)(C)C.Cl[C:35]1[S:36][C:37]2[CH:43]=[CH:42][CH:41]=[CH:40][C:38]=2[N:39]=1. (6) Given the product [Cl:2][C:3]1[CH:9]=[CH:8][C:7]([O:10][CH3:11])=[C:6]2[C:4]=1[N:5]=[C:16]([C:13]([F:12])([F:14])[F:15])[CH:17]=[C:18]2[OH:25], predict the reactants needed to synthesize it. The reactants are: Cl.[Cl:2][C:3]1[CH:9]=[CH:8][C:7]([O:10][CH3:11])=[CH:6][C:4]=1[NH2:5].[F:12][C:13]([CH2:16][C:17](=O)[CH2:18]C(OCC)=O)([F:15])[F:14].[OH2:25]. (7) The reactants are: [CH:1]1([CH2:7][C:8]([OH:30])([CH3:29])[CH2:9]/[CH:10]=[CH:11]/[C@H:12]2[CH2:16][CH2:15][C@H:14]([OH:17])[C@@H:13]2[CH2:18][CH2:19][S:20][C:21]2[S:22][CH:23]=[C:24]([C:26]([OH:28])=[O:27])[N:25]=2)[CH2:6][CH2:5][CH2:4][CH2:3][CH2:2]1.C(=O)([O-])[O-].[K+].[K+].[I-].[CH3:38][CH3:39].[Cl-].[Na+]. Given the product [CH:1]1([CH2:7][C:8]([OH:30])([CH3:29])[CH2:9]/[CH:10]=[CH:11]/[C@H:12]2[CH2:16][CH2:15][C@H:14]([OH:17])[C@@H:13]2[CH2:18][CH2:19][S:20][C:21]2[S:22][CH:23]=[C:24]([C:26]([O:28][CH2:38][CH3:39])=[O:27])[N:25]=2)[CH2:6][CH2:5][CH2:4][CH2:3][CH2:2]1, predict the reactants needed to synthesize it. (8) Given the product [CH:16]1([CH:2]([NH:22][C:23]2[CH:32]=[CH:31][C:26]([C:27]([OH:29])=[O:28])=[CH:25][CH:24]=2)[C:3]2[CH:4]=[C:5]([C:10]3[CH2:11][CH2:12][S:13][CH2:14][CH:15]=3)[S:6][C:7]=2[CH2:8][CH3:9])[CH2:21][CH2:20][CH2:19][CH2:18][CH2:17]1, predict the reactants needed to synthesize it. The reactants are: Cl[CH:2]([CH:16]1[CH2:21][CH2:20][CH2:19][CH2:18][CH2:17]1)[C:3]1[CH:4]=[C:5]([C:10]2[CH2:11][CH2:12][S:13][CH2:14][CH:15]=2)[S:6][C:7]=1[CH2:8][CH3:9].[NH2:22][C:23]1[CH:32]=[CH:31][C:26]([C:27]([O:29]C)=[O:28])=[CH:25][CH:24]=1.[I-].[Na+].C(=O)([O-])[O-].[Na+].[Na+].Cl.[OH-].[Na+].